From a dataset of Forward reaction prediction with 1.9M reactions from USPTO patents (1976-2016). Predict the product of the given reaction. (1) Given the reactants [Br:1][C:2]1[CH:3]=[N:4][N:5]([C:7]([CH3:11])([CH3:10])[CH2:8][OH:9])[CH:6]=1.Cl[CH2:13][CH2:14][N:15]1[CH2:19][CH2:18][CH2:17][CH2:16]1.[H-].[Na+], predict the reaction product. The product is: [Br:1][C:2]1[CH:3]=[N:4][N:5]([C:7]([CH3:11])([CH3:10])[CH2:8][O:9][CH2:13][CH2:14][N:15]2[CH2:19][CH2:18][CH2:17][CH2:16]2)[CH:6]=1. (2) Given the reactants [CH3:1][C:2]1[S:6][C:5]([C:7]2[CH:12]=[CH:11][N:10]=[CH:9][C:8]=2[N:13]2[CH2:18][CH2:17][CH:16]([C:19]([OH:21])=O)[CH2:15][CH2:14]2)=[N:4][N:3]=1.CCN(C(C)C)C(C)C.CN(C(ON1N=[N:46][C:41]2[CH:42]=[CH:43][CH:44]=[N:45][C:40]1=2)=[N+](C)C)C.F[P-](F)(F)(F)(F)F.Cl.N1CCC[C@@H]1C#N, predict the reaction product. The product is: [CH3:1][C:2]1[S:6][C:5]([C:7]2[CH:12]=[CH:11][N:10]=[CH:9][C:8]=2[N:13]2[CH2:14][CH2:15][CH:16]([C:19]([N:45]3[CH2:44][CH2:43][CH2:42][C@@H:40]3[C:41]#[N:46])=[O:21])[CH2:17][CH2:18]2)=[N:4][N:3]=1. (3) Given the reactants [H-].[Al+3].[Li+].[H-].[H-].[H-].[Cl:7][C:8]1[CH:9]=[C:10]([CH2:19][C:20](OCC)=[O:21])[CH:11]=[CH:12][C:13]=1[O:14][CH2:15][CH2:16][CH2:17][CH3:18].[H][H].Cl, predict the reaction product. The product is: [Cl:7][C:8]1[CH:9]=[C:10]([CH2:19][CH2:20][OH:21])[CH:11]=[CH:12][C:13]=1[O:14][CH2:15][CH2:16][CH2:17][CH3:18]. (4) Given the reactants [CH2:1]([O:3][C:4]([C:6]#[C:7][C:8]1([OH:19])[CH2:11][N:10]([C:12]([O:14][C:15]([CH3:18])([CH3:17])[CH3:16])=[O:13])[CH2:9]1)=[O:5])[CH3:2].[H][H].OCC1(OC[C@@H](O)[C@@H](O)[C@H]1O)O, predict the reaction product. The product is: [CH2:1]([O:3][C:4]([CH2:6][CH2:7][C:8]1([OH:19])[CH2:9][N:10]([C:12]([O:14][C:15]([CH3:18])([CH3:17])[CH3:16])=[O:13])[CH2:11]1)=[O:5])[CH3:2].